Binary Classification. Given a drug SMILES string, predict its activity (active/inactive) in a high-throughput screening assay against a specified biological target. From a dataset of Cav3 T-type calcium channel HTS with 100,875 compounds. The result is 0 (inactive). The compound is O(CCCC)C(=O)CCn1[nH]c(=O)c2c(c1=O)cccc2.